From a dataset of Full USPTO retrosynthesis dataset with 1.9M reactions from patents (1976-2016). Predict the reactants needed to synthesize the given product. (1) Given the product [CH2:19]([O:21][C:22]([C:24]1[C:25]([N:17]([S:14]([C:11]2[CH:12]=[CH:13][C:8]([O:7][CH2:3][C:4]#[C:5][CH3:6])=[CH:9][CH:10]=2)(=[O:15])=[O:16])[CH3:18])=[C:26]2[C:32]([CH3:33])=[N:31][O:30][C:27]2=[N:28][CH:29]=1)=[O:23])[CH3:20], predict the reactants needed to synthesize it. The reactants are: [H-].[Na+].[CH2:3]([O:7][C:8]1[CH:13]=[CH:12][C:11]([S:14]([NH:17][CH3:18])(=[O:16])=[O:15])=[CH:10][CH:9]=1)[C:4]#[C:5][CH3:6].[CH2:19]([O:21][C:22]([C:24]1[C:25](Cl)=[C:26]2[C:32]([CH3:33])=[N:31][O:30][C:27]2=[N:28][CH:29]=1)=[O:23])[CH3:20]. (2) Given the product [Br-:1].[Br:1][C:2]1[CH:7]=[CH:6][C:5]([CH2:8][P+:16]([C:17]2[CH:18]=[CH:19][CH:20]=[CH:21][CH:22]=2)([C:23]2[CH:28]=[CH:27][CH:26]=[CH:25][CH:24]=2)[C:10]2[CH:11]=[CH:12][CH:13]=[CH:14][CH:15]=2)=[CH:4][CH:3]=1, predict the reactants needed to synthesize it. The reactants are: [Br:1][C:2]1[CH:7]=[CH:6][C:5]([CH2:8]Br)=[CH:4][CH:3]=1.[C:10]1([P:16]([C:23]2[CH:28]=[CH:27][CH:26]=[CH:25][CH:24]=2)[C:17]2[CH:22]=[CH:21][CH:20]=[CH:19][CH:18]=2)[CH:15]=[CH:14][CH:13]=[CH:12][CH:11]=1. (3) Given the product [O:12]=[C:6]1[C:5]2[CH:13]=[CH:14][CH:15]=[CH:16][C:4]=2[C:3]2[C:8](=[N:9][CH:10]=[CH:11][C:2]=2[O:31][C:28]2[CH:29]=[CH:30][C:25]([NH:24][C:17](=[O:33])[CH3:18])=[CH:26][CH:27]=2)[NH:7]1, predict the reactants needed to synthesize it. The reactants are: Cl[C:2]1[CH:11]=[CH:10][N:9]=[C:8]2[C:3]=1[C:4]1[CH:16]=[CH:15][CH:14]=[CH:13][C:5]=1[C:6](=[O:12])[NH:7]2.[CH2:17]([NH:24][C:25]1[CH:30]=[CH:29][C:28]([OH:31])=[CH:27][CH:26]=1)[C:18]1C=CC=CC=1.C(=O)([O-])[O-:33].[K+].[K+].